This data is from Full USPTO retrosynthesis dataset with 1.9M reactions from patents (1976-2016). The task is: Predict the reactants needed to synthesize the given product. (1) Given the product [OH:31][C:28]1[CH:29]=[CH:30][C:25]([CH2:24][C:7]2[C:6]3[C:11](=[CH:12][C:3]([O:2][CH3:1])=[C:4]([CH3:38])[CH:5]=3)[O:10][C:9](=[O:13])[C:8]=2[C:14]2[CH:19]=[CH:18][C:17]([C:20]([F:23])([F:21])[F:22])=[CH:16][CH:15]=2)=[CH:26][CH:27]=1, predict the reactants needed to synthesize it. The reactants are: [CH3:1][O:2][C:3]1[CH:12]=[C:11]2[C:6]([C:7]([CH2:24][C:25]3[CH:30]=[CH:29][C:28]([O:31]C(=O)C(C)(C)C)=[CH:27][CH:26]=3)=[C:8]([C:14]3[CH:19]=[CH:18][C:17]([C:20]([F:23])([F:22])[F:21])=[CH:16][CH:15]=3)[C:9](=[O:13])[O:10]2)=[CH:5][C:4]=1[CH3:38].O[Li].O.C1COCC1. (2) Given the product [F:29][C:26]1[CH:25]=[CH:24][C:23]([CH2:22][CH2:21][CH2:20][N:18]([CH2:17][C@@H:12]2[CH2:13][CH2:14][CH2:15][CH2:16][C@H:11]2[NH2:10])[CH3:19])=[CH:28][CH:27]=1, predict the reactants needed to synthesize it. The reactants are: C(OC(=O)[NH:10][C@@H:11]1[CH2:16][CH2:15][CH2:14][CH2:13][C@H:12]1[CH2:17][N:18]([CH2:20][CH2:21][CH2:22][C:23]1[CH:28]=[CH:27][C:26]([F:29])=[CH:25][CH:24]=1)[CH3:19])C1C=CC=CC=1. (3) Given the product [CH:1]1([O:7][CH2:8][C:9]2[N:14]=[C:13]([S:15][CH3:19])[NH:12][C:11](=[O:16])[CH:10]=2)[CH2:2][CH2:3][CH2:4][CH2:5][CH2:6]1, predict the reactants needed to synthesize it. The reactants are: [CH:1]1([O:7][CH2:8][C:9]2[NH:14][C:13](=[S:15])[NH:12][C:11](=[O:16])[CH:10]=2)[CH2:6][CH2:5][CH2:4][CH2:3][CH2:2]1.IC.[C:19](=O)([O-])[O-].[K+].[K+]. (4) The reactants are: [CH2:1]([C:8]1[C:9](=[O:18])[NH:10][N:11]([CH:16]=[O:17])[C:12]=1[CH:13]([CH3:15])[CH3:14])[C:2]1[CH:7]=[CH:6][CH:5]=[CH:4][CH:3]=1.C(=O)([O-])[O-].[K+].[K+].[C:25]([O:31][C@@H:32]1[C@@H:37]([O:38][C:39](=[O:44])[C:40]([CH3:43])([CH3:42])[CH3:41])[C@H:36]([O:45][C:46](=[O:51])[C:47]([CH3:50])([CH3:49])[CH3:48])[C@@H:35]([CH2:52][O:53][C:54](=[O:59])[C:55]([CH3:58])([CH3:57])[CH3:56])[O:34][C@@H:33]1Br)(=[O:30])[C:26]([CH3:29])([CH3:28])[CH3:27]. Given the product [CH2:1]([C:8]1[C:9]([O:18][C@@H:33]2[O:34][C@H:35]([CH2:52][O:53][C:54](=[O:59])[C:55]([CH3:58])([CH3:57])[CH3:56])[C@@H:36]([O:45][C:46](=[O:51])[C:47]([CH3:48])([CH3:49])[CH3:50])[C@H:37]([O:38][C:39](=[O:44])[C:40]([CH3:41])([CH3:42])[CH3:43])[C@H:32]2[O:31][C:25](=[O:30])[C:26]([CH3:29])([CH3:27])[CH3:28])=[N:10][N:11]([CH:16]=[O:17])[C:12]=1[CH:13]([CH3:15])[CH3:14])[C:2]1[CH:7]=[CH:6][CH:5]=[CH:4][CH:3]=1, predict the reactants needed to synthesize it.